Dataset: Full USPTO retrosynthesis dataset with 1.9M reactions from patents (1976-2016). Task: Predict the reactants needed to synthesize the given product. (1) Given the product [C:36]([N:4]1[CH2:3][CH2:2][N:1]([CH2:7][CH2:8][CH2:9][O:10][C:11]2[CH:12]=[CH:13][C:14]([CH:17]3[CH2:18][CH2:19][N:20]([C:23]4[CH2:24][CH2:25][C:26]5[N:27]([C:29]([C:32]([F:35])([F:34])[F:33])=[N:30][N:31]=5)[N:28]=4)[CH2:21][CH2:22]3)=[CH:15][CH:16]=2)[CH2:6][CH2:5]1)(=[O:41])[CH2:37][CH2:38][CH2:39][CH3:40], predict the reactants needed to synthesize it. The reactants are: [N:1]1([CH2:7][CH2:8][CH2:9][O:10][C:11]2[CH:16]=[CH:15][C:14]([CH:17]3[CH2:22][CH2:21][N:20]([C:23]4[CH2:24][CH2:25][C:26]5[N:27]([C:29]([C:32]([F:35])([F:34])[F:33])=[N:30][N:31]=5)[N:28]=4)[CH2:19][CH2:18]3)=[CH:13][CH:12]=2)[CH2:6][CH2:5][NH:4][CH2:3][CH2:2]1.[C:36](O)(=[O:41])[CH2:37][CH2:38][CH2:39][CH3:40]. (2) Given the product [CH3:1][O:2][C:3]1[CH:4]=[C:5]2[C:10](=[CH:11][C:12]=1[O:13][CH3:14])[N:9]=[CH:8][CH:7]=[C:6]2[O:15][C:16]1[CH:22]=[CH:21][C:19]([NH:20][C:26](=[O:28])[O:49][CH:45]([CH2:44][CH2:43][N:37]2[CH2:42][CH2:41][CH2:40][CH2:39][CH2:38]2)[CH2:46][CH2:47][CH3:48])=[C:18]([CH3:23])[C:17]=1[CH3:24], predict the reactants needed to synthesize it. The reactants are: [CH3:1][O:2][C:3]1[CH:4]=[C:5]2[C:10](=[CH:11][C:12]=1[O:13][CH3:14])[N:9]=[CH:8][CH:7]=[C:6]2[O:15][C:16]1[CH:22]=[CH:21][C:19]([NH2:20])=[C:18]([CH3:23])[C:17]=1[CH3:24].Cl[C:26](Cl)([O:28]C(=O)OC(Cl)(Cl)Cl)Cl.[N:37]1([CH2:43][CH2:44][CH:45]([OH:49])[CH2:46][CH2:47][CH3:48])[CH2:42][CH2:41][CH2:40][CH2:39][CH2:38]1.C(=O)(O)[O-].[Na+]. (3) Given the product [Cl:1][C:2]1[C:11]2[C:6](=[CH:7][C:8]([S:14]([Cl:13])(=[O:16])=[O:15])=[CH:9][CH:10]=2)[C:5](=[O:12])[NH:4][CH:3]=1, predict the reactants needed to synthesize it. The reactants are: [Cl:1][C:2]1[C:11]2[C:6](=[CH:7][CH:8]=[CH:9][CH:10]=2)[C:5](=[O:12])[NH:4][CH:3]=1.[Cl:13][S:14](O)(=[O:16])=[O:15]. (4) Given the product [S:35]1[C:36]2[CH:2]=[CH:3][CH:4]=[CH:5][C:6]=2[N:1]=[C:32]1[C:29]1[C:30]([NH2:31])=[N:37][NH:22][C:21]=1[C:14]1[CH:15]=[N:16][CH:17]=[CH:18][CH:19]=1, predict the reactants needed to synthesize it. The reactants are: [N:1]1[CH:6]=[CH:5][CH:4]=[C:3]([Li])[CH:2]=1.[Li]CCCC.Br[C:14]1[CH:15]=[N:16][CH:17]=[CH:18][CH:19]=1.S1C2C=CC=CC=2[N:22]=[C:21]1[C:29](=[C:32]([S:35][CH3:36])SC)[C:30]#[N:31].[NH4+:37].[Cl-]. (5) Given the product [CH3:17][O:18][CH2:19][CH2:20][NH:21][CH2:2][CH:3]1[O:8][C:7]2[CH:9]=[C:10]([S:13]([CH3:16])(=[O:15])=[O:14])[CH:11]=[CH:12][C:6]=2[CH2:5][O:4]1, predict the reactants needed to synthesize it. The reactants are: Br[CH2:2][CH:3]1[O:8][C:7]2[CH:9]=[C:10]([S:13]([CH3:16])(=[O:15])=[O:14])[CH:11]=[CH:12][C:6]=2[CH2:5][O:4]1.[CH3:17][O:18][CH2:19][CH2:20][NH2:21]. (6) Given the product [C:39]1([C:35]2[N:34]=[CH:27][C:38]([C:12]3[NH:8][C:9]([C:13]4[CH:14]=[CH:15][N:16]=[CH:17][CH:18]=4)=[N:10][CH:11]=3)=[CH:37][N:36]=2)[CH:44]=[CH:43][CH:42]=[CH:41][CH:40]=1, predict the reactants needed to synthesize it. The reactants are: C([N:8]1[CH:12]=[CH:11][N:10]=[C:9]1[C:13]1[CH:18]=[CH:17][N:16]=[CH:15][CH:14]=1)C1C=CC=CC=1.C(C1C=CN=CC=1)#N.[CH2:27]([N:34]1[CH:38]=[CH:37][N:36]=[C:35]1[C:39]1[CH:44]=[CH:43][CH:42]=[CH:41][CH:40]=1)C1C=CC=CC=1.B(O)(O)C1C=CC=C(F)C=1. (7) Given the product [CH2:40]([NH:41][C:42]([NH:25][CH2:24][CH2:23][CH2:22][CH2:21][CH2:20][CH2:19][O:18][CH2:17][C:1]1[C:14]2[C:15]3=[C:16]4[C:11](=[CH:12][CH:13]=2)[CH:10]=[CH:9][CH:8]=[C:7]4[CH:6]=[CH:5][C:4]3=[CH:3][CH:2]=1)=[O:43])[CH2:39][CH2:38][CH2:37][CH2:36][CH2:35][CH2:34][CH2:33][CH2:32][CH2:31][CH2:30][CH2:29][NH:26][C:27]([NH:25][CH2:24][CH2:23][CH2:22][CH2:21][CH2:20][CH2:19][O:18][CH2:17][C:1]1[C:14]2[C:15]3=[C:16]4[C:11](=[CH:12][CH:13]=2)[CH:10]=[CH:9][CH:8]=[C:7]4[CH:6]=[CH:5][C:4]3=[CH:3][CH:2]=1)=[O:28], predict the reactants needed to synthesize it. The reactants are: [C:1]1([CH2:17][O:18][CH2:19][CH2:20][CH2:21][CH2:22][CH2:23][CH2:24][NH2:25])[C:14]2[C:15]3=[C:16]4[C:11](=[CH:12][CH:13]=2)[CH:10]=[CH:9][CH:8]=[C:7]4[CH:6]=[CH:5][C:4]3=[CH:3][CH:2]=1.[N:26]([CH2:29][CH2:30][CH2:31][CH2:32][CH2:33][CH2:34][CH2:35][CH2:36][CH2:37][CH2:38][CH2:39][CH2:40][N:41]=[C:42]=[O:43])=[C:27]=[O:28].